Predict the reactants needed to synthesize the given product. From a dataset of Full USPTO retrosynthesis dataset with 1.9M reactions from patents (1976-2016). (1) The reactants are: [F:1][C:2]1[CH:10]=[C:9]([F:11])[CH:8]=[CH:7][C:3]=1[C:4]([OH:6])=[O:5].S(Cl)(Cl)(=O)=O.[CH3:17]O. Given the product [F:1][C:2]1[CH:10]=[C:9]([F:11])[CH:8]=[CH:7][C:3]=1[C:4]([O:6][CH3:17])=[O:5], predict the reactants needed to synthesize it. (2) The reactants are: [CH2:1]([N:3]1[C:8]2[CH:9]=[CH:10][C:11]([N+:13]([O-:15])=[O:14])=[CH:12][C:7]=2[O:6][CH:5]([CH2:16][CH2:17][OH:18])[C:4]1=[O:19])[CH3:2].CCN(C(C)C)C(C)C.[CH3:29][S:30](Cl)(=[O:32])=[O:31]. Given the product [CH3:29][S:30]([O:18][CH2:17][CH2:16][CH:5]1[C:4](=[O:19])[N:3]([CH2:1][CH3:2])[C:8]2[CH:9]=[CH:10][C:11]([N+:13]([O-:15])=[O:14])=[CH:12][C:7]=2[O:6]1)(=[O:32])=[O:31], predict the reactants needed to synthesize it. (3) Given the product [CH3:16][N:17]([CH3:18])[C:4]([CH:6]1[CH2:7][CH2:8][CH2:9][CH2:10][C:11]1=[O:12])=[O:3], predict the reactants needed to synthesize it. The reactants are: CC[O:3][C:4]([CH:6]1[C:11](=[O:12])[CH2:10][CH2:9][CH2:8][CH2:7]1)=O.C(O)C.[CH3:16][NH:17][CH3:18]. (4) Given the product [BrH:18].[NH2:15][CH:4]1[C:3]([CH2:16][CH3:17])([CH2:1][CH3:2])[C:12]2[CH:11]=[C:10]([OH:13])[CH:9]=[CH:8][C:7]=2[CH2:6][CH:5]1[Br:18], predict the reactants needed to synthesize it. The reactants are: [CH2:1]([C:3]1([CH2:16][CH3:17])[C:12]2[C:7](=[CH:8][CH:9]=[C:10]([O:13]C)[CH:11]=2)[CH2:6][CH:5]2[NH:15][CH:4]12)[CH3:2].[BrH:18].C(OCC)(=O)C. (5) Given the product [ClH:7].[ClH:16].[NH2:18][C:19]1[N:24]=[C:23]([C:25]2[CH:30]=[CH:29][CH:28]=[CH:27][C:26]=2[OH:32])[CH:22]=[C:21]([CH:33]2[CH2:34][CH2:35][N:36]([CH2:48][C:41]3[C:42]4[C:47](=[CH:46][CH:45]=[CH:44][CH:43]=4)[NH:39][CH:40]=3)[CH2:37][CH2:38]2)[N:20]=1, predict the reactants needed to synthesize it. The reactants are: C(O[BH3-])(=O)C.[Na+].[Cl:7]CCCl.CN(C)C=O.[ClH:16].Cl.[NH2:18][C:19]1[N:24]=[C:23]([C:25]2[CH:30]=[C:29](C)[CH:28]=[CH:27][C:26]=2[OH:32])[CH:22]=[C:21]([CH:33]2[CH2:38][CH2:37][NH:36][CH2:35][CH2:34]2)[N:20]=1.[NH:39]1[C:47]2[C:42](=[CH:43][CH:44]=[CH:45][CH:46]=2)[C:41]([CH:48]=O)=[CH:40]1.